Predict the product of the given reaction. From a dataset of Forward reaction prediction with 1.9M reactions from USPTO patents (1976-2016). Given the reactants [C:1]1([CH2:7][CH2:8][CH2:9][CH2:10][NH:11][CH:12]=O)[CH:6]=[CH:5][CH:4]=[CH:3][CH:2]=1.C(N(CC)CC)C.ClC(Cl)(OC(=O)OC(Cl)(Cl)Cl)Cl.[Se].C(N=C=[Se:43])C1C=CC=CC=1, predict the reaction product. The product is: [C:1]1([CH2:7][CH2:8][CH2:9][CH2:10][N:11]=[C:12]=[Se:43])[CH:6]=[CH:5][CH:4]=[CH:3][CH:2]=1.